Dataset: Full USPTO retrosynthesis dataset with 1.9M reactions from patents (1976-2016). Task: Predict the reactants needed to synthesize the given product. (1) Given the product [Cl:22][C:21]1[CH:20]=[C:19]2[C:18]([C:35]([OH:37])=[C:25]([C:26]3[CH:31]=[CH:30][CH:29]=[C:28]([O:32][CH3:33])[CH:27]=3)[C:24](=[O:34])[NH:23]2)=[CH:17][C:16]=1[C:13]1[CH:14]=[CH:15][C:10]([C:8]2[N:9]=[C:5]([NH:4][C:1](=[O:3])[CH3:2])[S:6][CH:7]=2)=[CH:11][CH:12]=1, predict the reactants needed to synthesize it. The reactants are: [C:1]([NH:4][C:5]1[S:6][CH:7]=[C:8]([C:10]2[CH:15]=[CH:14][C:13]([C:16]3[C:21]([Cl:22])=[CH:20][C:19]([NH:23][C:24](=[O:34])[CH2:25][C:26]4[CH:31]=[CH:30][CH:29]=[C:28]([O:32][CH3:33])[CH:27]=4)=[C:18]([C:35]([O:37]C)=O)[CH:17]=3)=[CH:12][CH:11]=2)[N:9]=1)(=[O:3])[CH3:2].C[Si]([N-][Si](C)(C)C)(C)C.[K+].Cl. (2) Given the product [CH2:1]([O:8][C:9]([NH:11][C@@H:12]([CH2:16][C:17]1[CH:22]=[CH:21][C:20]([CH2:23][NH:24][C:42]([O:44][C:45]([CH3:46])([CH3:47])[CH3:48])=[O:43])=[CH:19][CH:18]=1)[C:13]([OH:15])=[O:14])=[O:10])[C:2]1[CH:7]=[CH:6][CH:5]=[CH:4][CH:3]=1, predict the reactants needed to synthesize it. The reactants are: [CH2:1]([O:8][C:9]([NH:11][C@@H:12]([CH2:16][C:17]1[CH:22]=[CH:21][C:20]([CH2:23][NH:24]C(=O)C(Cl)(Cl)Cl)=[CH:19][CH:18]=1)[C:13]([OH:15])=[O:14])=[O:10])[C:2]1[CH:7]=[CH:6][CH:5]=[CH:4][CH:3]=1.[OH-].[Na+].Cl.[CH3:46][C:45]([O:44][C:42](O[C:42]([O:44][C:45]([CH3:48])([CH3:47])[CH3:46])=[O:43])=[O:43])([CH3:48])[CH3:47].C([O-])([O-])=O.[Na+].[Na+]. (3) Given the product [Cl:1][C:2]1[CH:3]=[C:4]([CH:14]=[CH:15][C:16]=1[Cl:17])[CH2:5][N:6]1[CH2:11][CH2:10][O:9][CH:8]([CH2:12][NH:13][C:27](=[O:28])[CH2:26][C:20]2[C:19]([Cl:18])=[CH:24][CH:23]=[CH:22][C:21]=2[Cl:25])[CH2:7]1, predict the reactants needed to synthesize it. The reactants are: [Cl:1][C:2]1[CH:3]=[C:4]([CH:14]=[CH:15][C:16]=1[Cl:17])[CH2:5][N:6]1[CH2:11][CH2:10][O:9][CH:8]([CH2:12][NH2:13])[CH2:7]1.[Cl:18][C:19]1[CH:24]=[CH:23][CH:22]=[C:21]([Cl:25])[C:20]=1[CH2:26][C:27](O)=[O:28]. (4) Given the product [Br:16][CH2:12][C:11]1[C:10]([N+:13]([O-:15])=[O:14])=[CH:9][C:4]([C:5]([O:7][CH3:8])=[O:6])=[CH:3][C:2]=1[Cl:1], predict the reactants needed to synthesize it. The reactants are: [Cl:1][C:2]1[CH:3]=[C:4]([CH:9]=[C:10]([N+:13]([O-:15])=[O:14])[C:11]=1[CH3:12])[C:5]([O:7][CH3:8])=[O:6].[Br:16]N1C(=O)CCC1=O. (5) Given the product [C:1]([SiH2:5][O:6][C:7]([CH3:15])([CH3:14])[C:8]1[O:12][C:11]([C:27]([O:29][CH3:30])=[O:28])=[N:10][C:9]=1[CH3:13])([CH3:4])([CH3:3])[CH3:2], predict the reactants needed to synthesize it. The reactants are: [C:1]([SiH2:5][O:6][C:7]([CH3:15])([CH3:14])[C:8]1[O:12][CH:11]=[N:10][C:9]=1[CH3:13])([CH3:4])([CH3:3])[CH3:2].C([Li])CCC.CCCCCC.[C:27](=[O:29])=[O:28].[CH3:30]I. (6) Given the product [CH2:1]([N:8]1[C:17]2[C:12](=[CH:13][C:14]([Cl:18])=[CH:15][CH:16]=2)[C:11]([N:23]2[CH2:28][CH2:27][NH:26][CH2:25][CH2:24]2)=[C:10]([C:20]#[N:21])[C:9]1=[O:22])[C:2]1[CH:7]=[CH:6][CH:5]=[CH:4][CH:3]=1, predict the reactants needed to synthesize it. The reactants are: [CH2:1]([N:8]1[C:17]2[C:12](=[CH:13][C:14]([Cl:18])=[CH:15][CH:16]=2)[C:11](Cl)=[C:10]([C:20]#[N:21])[C:9]1=[O:22])[C:2]1[CH:7]=[CH:6][CH:5]=[CH:4][CH:3]=1.[NH:23]1[CH2:28][CH2:27][NH:26][CH2:25][CH2:24]1.